This data is from NCI-60 drug combinations with 297,098 pairs across 59 cell lines. The task is: Regression. Given two drug SMILES strings and cell line genomic features, predict the synergy score measuring deviation from expected non-interaction effect. (1) Cell line: MDA-MB-435. Drug 2: COC1=C2C(=CC3=C1OC=C3)C=CC(=O)O2. Synergy scores: CSS=6.29, Synergy_ZIP=5.29, Synergy_Bliss=1.55, Synergy_Loewe=0.202, Synergy_HSA=-2.01. Drug 1: CN(C(=O)NC(C=O)C(C(C(CO)O)O)O)N=O. (2) Drug 1: C1=NC2=C(N1)C(=S)N=CN2. Drug 2: CCCCCOC(=O)NC1=NC(=O)N(C=C1F)C2C(C(C(O2)C)O)O. Cell line: NCI-H522. Synergy scores: CSS=6.82, Synergy_ZIP=-1.67, Synergy_Bliss=0.736, Synergy_Loewe=-4.62, Synergy_HSA=0.589. (3) Drug 1: CC1=C(C=C(C=C1)C(=O)NC2=CC(=CC(=C2)C(F)(F)F)N3C=C(N=C3)C)NC4=NC=CC(=N4)C5=CN=CC=C5. Drug 2: CN(C(=O)NC(C=O)C(C(C(CO)O)O)O)N=O. Cell line: SNB-19. Synergy scores: CSS=0.226, Synergy_ZIP=0.878, Synergy_Bliss=-0.00221, Synergy_Loewe=2.10, Synergy_HSA=-2.65. (4) Drug 1: COC1=NC(=NC2=C1N=CN2C3C(C(C(O3)CO)O)O)N. Synergy scores: CSS=1.56, Synergy_ZIP=-0.391, Synergy_Bliss=0.475, Synergy_Loewe=1.55, Synergy_HSA=1.20. Cell line: 786-0. Drug 2: C1CN(P(=O)(OC1)NCCCl)CCCl. (5) Drug 1: CCC1(CC2CC(C3=C(CCN(C2)C1)C4=CC=CC=C4N3)(C5=C(C=C6C(=C5)C78CCN9C7C(C=CC9)(C(C(C8N6C)(C(=O)OC)O)OC(=O)C)CC)OC)C(=O)OC)O.OS(=O)(=O)O. Drug 2: CC(C)NC(=O)C1=CC=C(C=C1)CNNC.Cl. Cell line: KM12. Synergy scores: CSS=3.43, Synergy_ZIP=0.826, Synergy_Bliss=4.37, Synergy_Loewe=-3.57, Synergy_HSA=0.837. (6) Drug 1: CC1=C(N=C(N=C1N)C(CC(=O)N)NCC(C(=O)N)N)C(=O)NC(C(C2=CN=CN2)OC3C(C(C(C(O3)CO)O)O)OC4C(C(C(C(O4)CO)O)OC(=O)N)O)C(=O)NC(C)C(C(C)C(=O)NC(C(C)O)C(=O)NCCC5=NC(=CS5)C6=NC(=CS6)C(=O)NCCC[S+](C)C)O. Drug 2: C1=CC=C(C(=C1)C(C2=CC=C(C=C2)Cl)C(Cl)Cl)Cl. Cell line: HCT116. Synergy scores: CSS=44.9, Synergy_ZIP=9.73, Synergy_Bliss=16.1, Synergy_Loewe=-14.4, Synergy_HSA=6.04.